This data is from Forward reaction prediction with 1.9M reactions from USPTO patents (1976-2016). The task is: Predict the product of the given reaction. (1) The product is: [C:1]1([C:7]2([CH2:14][OH:15])[CH2:13][CH2:12][CH:11]=[CH:10][CH2:9][CH2:8]2)[CH:6]=[CH:5][CH:4]=[CH:3][CH:2]=1. Given the reactants [C:1]1([C:7]2([CH:14]=[O:15])[CH2:13][CH2:12][CH:11]=[CH:10][CH2:9][CH2:8]2)[CH:6]=[CH:5][CH:4]=[CH:3][CH:2]=1.[BH4-].[Na+], predict the reaction product. (2) The product is: [CH2:39]([O:38][P:37]([CH2:42][CH2:43][NH:44][CH2:27][C:24]([CH3:25])=[CH:23][CH2:22][C:4]1[C:5]([O:14][C:15]([O:16][C:17]([CH3:20])([CH3:19])[CH3:18])=[O:21])=[C:6]2[C:10](=[C:11]([CH3:12])[C:3]=1[CH2:1][CH3:2])[CH2:9][O:8][C:7]2=[O:13])(=[O:41])[O:36][CH2:34][CH3:35])[CH3:40]. Given the reactants [CH2:1]([C:3]1[C:11]([CH3:12])=[C:10]2[C:6]([C:7](=[O:13])[O:8][CH2:9]2)=[C:5]([O:14][C:15](=[O:21])[O:16][C:17]([CH3:20])([CH3:19])[CH3:18])[C:4]=1[CH2:22][CH:23]=[C:24]([CH3:27])[CH:25]=O)[CH3:2].C(O)(=O)C(O)=O.[CH2:34]([O:36][P:37]([CH2:42][CH2:43][NH2:44])(=[O:41])[O:38][CH2:39][CH3:40])[CH3:35].C(O)(=O)C.C(O[BH-](OC(=O)C)OC(=O)C)(=O)C.[Na+], predict the reaction product. (3) The product is: [NH2:30][C:27]1[CH:28]=[CH:29][C:24]([C:22]2[C:21]([CH2:33][N:34]([CH3:35])[CH3:36])=[C:7]3[N:6]([CH:23]=2)[N:5]([CH2:4][C:3]2[C:2]([F:1])=[CH:40][CH:39]=[CH:38][C:37]=2[F:41])[C:10](=[O:11])[N:9]([C:12]2[N:13]=[N:14][C:15]([O:18][CH3:19])=[CH:16][CH:17]=2)[C:8]3=[O:20])=[CH:25][CH:26]=1. Given the reactants [F:1][C:2]1[CH:40]=[CH:39][CH:38]=[C:37]([F:41])[C:3]=1[CH2:4][N:5]1[C:10](=[O:11])[N:9]([C:12]2[N:13]=[N:14][C:15]([O:18][CH3:19])=[CH:16][CH:17]=2)[C:8](=[O:20])[C:7]2=[C:21]([CH2:33][N:34]([CH3:36])[CH3:35])[C:22]([C:24]3[CH:29]=[CH:28][C:27]([N+:30]([O-])=O)=[CH:26][CH:25]=3)=[CH:23][N:6]12.[Cl-].[NH4+], predict the reaction product. (4) Given the reactants [OH:1][CH2:2][C:3]1[C:8]([OH:9])=[CH:7][CH:6]=[CH:5][N:4]=1.C(=O)([O-])[O-].[K+].[K+].[CH2:16](Br)[C:17]1[CH:22]=[CH:21][CH:20]=[CH:19][CH:18]=1, predict the reaction product. The product is: [CH2:16]([O:9][C:8]1[C:3]([CH2:2][OH:1])=[N:4][CH:5]=[CH:6][CH:7]=1)[C:17]1[CH:22]=[CH:21][CH:20]=[CH:19][CH:18]=1. (5) Given the reactants Br[C:2]1[CH:7]=[CH:6][C:5]([F:8])=[CH:4][CH:3]=1.C([Li])CCC.CON(C)[C:17]([CH:19]1[CH2:22][N:21]([C:23]([O:25][C:26]([CH3:29])([CH3:28])[CH3:27])=[O:24])[CH2:20]1)=[O:18], predict the reaction product. The product is: [F:8][C:5]1[CH:6]=[CH:7][C:2]([C:17]([CH:19]2[CH2:22][N:21]([C:23]([O:25][C:26]([CH3:29])([CH3:28])[CH3:27])=[O:24])[CH2:20]2)=[O:18])=[CH:3][CH:4]=1. (6) Given the reactants C(OC([N:8]([C:35]1[CH:40]=[CH:39][CH:38]=[CH:37][N:36]=1)[CH2:9][C:10]#[C:11][C:12]1[CH:34]=[CH:33][C:15]([CH2:16][C@@H:17]([C:29]([O:31][CH3:32])=[O:30])[NH:18][C:19](=[O:28])[C:20]2[C:25]([Cl:26])=[CH:24][CH:23]=[CH:22][C:21]=2[Cl:27])=[CH:14][CH:13]=1)=O)(C)(C)C.C(O)(C(F)(F)F)=O, predict the reaction product. The product is: [Cl:27][C:21]1[CH:22]=[CH:23][CH:24]=[C:25]([Cl:26])[C:20]=1[C:19]([NH:18][C@H:17]([C:29]([O:31][CH3:32])=[O:30])[CH2:16][C:15]1[CH:33]=[CH:34][C:12]([C:11]#[C:10][CH2:9][NH:8][C:35]2[CH:40]=[CH:39][CH:38]=[CH:37][N:36]=2)=[CH:13][CH:14]=1)=[O:28]. (7) Given the reactants [F:1][C:2]1[C:7]([F:8])=[CH:6][CH:5]=[CH:4][C:3]=1[C:9]1[CH:14]=[CH:13][CH:12]=[C:11]([N:15]2[CH2:20][CH2:19][N:18](C(OC(C)(C)C)=O)[CH2:17][CH2:16]2)[CH:10]=1, predict the reaction product. The product is: [F:1][C:2]1[C:7]([F:8])=[CH:6][CH:5]=[CH:4][C:3]=1[C:9]1[CH:14]=[CH:13][CH:12]=[C:11]([N:15]2[CH2:16][CH2:17][NH:18][CH2:19][CH2:20]2)[CH:10]=1. (8) Given the reactants [Na].[CH3:2][C:3](=[O:9])[CH2:4][C:5](=[O:8])[CH2:6][CH3:7].Br[CH2:11][C:12]([C:14]1[CH:15]=[C:16]2[C:21](=[CH:22][CH:23]=1)[N:20]([CH3:24])[C:19](=[O:25])[CH2:18][C:17]2([CH3:27])[CH3:26])=[O:13].O, predict the reaction product. The product is: [C:3]([CH:4]([C:5](=[O:8])[CH2:6][CH3:7])[CH2:11][C:12]([C:14]1[CH:15]=[C:16]2[C:21](=[CH:22][CH:23]=1)[N:20]([CH3:24])[C:19](=[O:25])[CH2:18][C:17]2([CH3:27])[CH3:26])=[O:13])(=[O:9])[CH3:2]. (9) The product is: [F:38][C:39]([F:44])([F:43])[C:40]([OH:42])=[O:41].[Cl:1][C:2]1[CH:3]=[C:4]2[C:8](=[C:9]([CH:11]([O:16][CH2:17][C:18]3([C:31]4[CH:36]=[CH:35][C:34]([F:37])=[CH:33][CH:32]=4)[CH2:23][CH2:22][N:21]([CH3:24])[CH2:20][CH2:19]3)[C:12]([O:14][CH3:15])=[O:13])[CH:10]=1)[NH:7][N:6]=[CH:5]2. Given the reactants [Cl:1][C:2]1[CH:3]=[C:4]2[C:8](=[C:9]([CH:11]([O:16][CH2:17][C:18]3([C:31]4[CH:36]=[CH:35][C:34]([F:37])=[CH:33][CH:32]=4)[CH2:23][CH2:22][N:21]([C:24](OC(C)(C)C)=O)[CH2:20][CH2:19]3)[C:12]([O:14][CH3:15])=[O:13])[CH:10]=1)[NH:7][N:6]=[CH:5]2.[F:38][C:39]([F:44])([F:43])[C:40]([OH:42])=[O:41], predict the reaction product.